From a dataset of Catalyst prediction with 721,799 reactions and 888 catalyst types from USPTO. Predict which catalyst facilitates the given reaction. Reactant: [NH2:1][CH2:2][CH2:3][CH2:4][N:5]1[C:17]2[C:16]3[CH:15]=[CH:14][CH:13]=[CH:12][C:11]=3[N:10]=[C:9]([NH2:18])[C:8]=2[N:7]=[C:6]1[CH2:19][CH2:20][O:21][CH3:22].[C:23](Cl)(=[O:30])[C:24]1[CH:29]=[CH:28][CH:27]=[CH:26][CH:25]=1. Product: [NH2:18][C:9]1[C:8]2[N:7]=[C:6]([CH2:19][CH2:20][O:21][CH3:22])[N:5]([CH2:4][CH2:3][CH2:2][NH:1][C:23](=[O:30])[C:24]3[CH:29]=[CH:28][CH:27]=[CH:26][CH:25]=3)[C:17]=2[C:16]2[CH:15]=[CH:14][CH:13]=[CH:12][C:11]=2[N:10]=1. The catalyst class is: 22.